Dataset: Full USPTO retrosynthesis dataset with 1.9M reactions from patents (1976-2016). Task: Predict the reactants needed to synthesize the given product. (1) Given the product [C:7]([N:11]([C:12]1[N:6]2[C:2]([S:3][CH:4]=[CH:5]2)=[N:1][C:18]=1[C:17]1[CH:20]=[CH:21][C:14]([CH3:13])=[CH:15][CH:16]=1)[C:22](=[O:24])[CH3:23])([CH3:10])([CH3:9])[CH3:8], predict the reactants needed to synthesize it. The reactants are: [NH2:1][C:2]1[S:3][CH:4]=[CH:5][N:6]=1.[C:7]([N+:11]#[C-:12])([CH3:10])([CH3:9])[CH3:8].[CH3:13][C:14]1[CH:21]=[CH:20][C:17]([CH:18]=O)=[CH:16][CH:15]=1.[C:22](Cl)(=[O:24])[CH3:23]. (2) Given the product [F:29][CH:2]([C:13]1[CH:18]=[CH:17][C:16]([C:19]([F:22])([F:21])[F:20])=[CH:15][CH:14]=1)[C:3]1[CH:12]=[CH:11][C:6]([C:7]([O:9][CH3:10])=[O:8])=[CH:5][CH:4]=1, predict the reactants needed to synthesize it. The reactants are: O[CH:2]([C:13]1[CH:18]=[CH:17][C:16]([C:19]([F:22])([F:21])[F:20])=[CH:15][CH:14]=1)[C:3]1[CH:12]=[CH:11][C:6]([C:7]([O:9][CH3:10])=[O:8])=[CH:5][CH:4]=1.CCN(S(F)(F)[F:29])CC.